Dataset: NCI-60 drug combinations with 297,098 pairs across 59 cell lines. Task: Regression. Given two drug SMILES strings and cell line genomic features, predict the synergy score measuring deviation from expected non-interaction effect. (1) Drug 1: CC1CCC2CC(C(=CC=CC=CC(CC(C(=O)C(C(C(=CC(C(=O)CC(OC(=O)C3CCCCN3C(=O)C(=O)C1(O2)O)C(C)CC4CCC(C(C4)OC)OCCO)C)C)O)OC)C)C)C)OC. Drug 2: CC1CCCC2(C(O2)CC(NC(=O)CC(C(C(=O)C(C1O)C)(C)C)O)C(=CC3=CSC(=N3)C)C)C. Synergy scores: CSS=55.5, Synergy_ZIP=3.12, Synergy_Bliss=2.01, Synergy_Loewe=0.0248, Synergy_HSA=3.59. Cell line: OVCAR-8. (2) Drug 1: CCC1=CC2CC(C3=C(CN(C2)C1)C4=CC=CC=C4N3)(C5=C(C=C6C(=C5)C78CCN9C7C(C=CC9)(C(C(C8N6C)(C(=O)OC)O)OC(=O)C)CC)OC)C(=O)OC.C(C(C(=O)O)O)(C(=O)O)O. Drug 2: C1CN1P(=S)(N2CC2)N3CC3. Cell line: MDA-MB-231. Synergy scores: CSS=34.4, Synergy_ZIP=-10.7, Synergy_Bliss=-3.10, Synergy_Loewe=0.00800, Synergy_HSA=0.677. (3) Drug 1: C1=CC(=CC=C1CCCC(=O)O)N(CCCl)CCCl. Drug 2: CC1C(C(CC(O1)OC2CC(CC3=C2C(=C4C(=C3O)C(=O)C5=CC=CC=C5C4=O)O)(C(=O)C)O)N)O. Cell line: A549. Synergy scores: CSS=58.8, Synergy_ZIP=-0.832, Synergy_Bliss=1.08, Synergy_Loewe=-29.5, Synergy_HSA=3.31. (4) Drug 1: C1CCC(CC1)NC(=O)N(CCCl)N=O. Drug 2: CCC1=C2CN3C(=CC4=C(C3=O)COC(=O)C4(CC)O)C2=NC5=C1C=C(C=C5)O. Cell line: NCIH23. Synergy scores: CSS=29.3, Synergy_ZIP=1.54, Synergy_Bliss=2.68, Synergy_Loewe=-9.41, Synergy_HSA=5.05. (5) Drug 1: CC1=C(C(CCC1)(C)C)C=CC(=CC=CC(=CC(=O)O)C)C. Drug 2: CC1=C(C(=O)C2=C(C1=O)N3CC4C(C3(C2COC(=O)N)OC)N4)N. Cell line: SK-OV-3. Synergy scores: CSS=6.50, Synergy_ZIP=-7.02, Synergy_Bliss=-0.409, Synergy_Loewe=-21.6, Synergy_HSA=-2.18. (6) Drug 1: CNC(=O)C1=CC=CC=C1SC2=CC3=C(C=C2)C(=NN3)C=CC4=CC=CC=N4. Drug 2: CC1=C2C(C(=O)C3(C(CC4C(C3C(C(C2(C)C)(CC1OC(=O)C(C(C5=CC=CC=C5)NC(=O)C6=CC=CC=C6)O)O)OC(=O)C7=CC=CC=C7)(CO4)OC(=O)C)O)C)OC(=O)C. Cell line: CAKI-1. Synergy scores: CSS=42.6, Synergy_ZIP=-4.47, Synergy_Bliss=2.00, Synergy_Loewe=-37.0, Synergy_HSA=3.30. (7) Drug 1: CC(C1=C(C=CC(=C1Cl)F)Cl)OC2=C(N=CC(=C2)C3=CN(N=C3)C4CCNCC4)N. Drug 2: CC1CCC2CC(C(=CC=CC=CC(CC(C(=O)C(C(C(=CC(C(=O)CC(OC(=O)C3CCCCN3C(=O)C(=O)C1(O2)O)C(C)CC4CCC(C(C4)OC)O)C)C)O)OC)C)C)C)OC. Cell line: HS 578T. Synergy scores: CSS=33.6, Synergy_ZIP=7.65, Synergy_Bliss=12.6, Synergy_Loewe=-1.39, Synergy_HSA=8.41.